Dataset: Forward reaction prediction with 1.9M reactions from USPTO patents (1976-2016). Task: Predict the product of the given reaction. The product is: [CH3:28][C:4]1[C:5]([CH:8]2[CH2:13][C:12]([CH3:27])([S:14]([C:17]3[CH:22]=[CH:21][CH:20]=[C:19]([C:23]([F:26])([F:25])[F:24])[CH:18]=3)(=[O:16])=[O:15])[CH2:11][CH2:10][O:9]2)=[N:6][CH:7]=[C:2]([S:39][CH3:38])[CH:3]=1. Given the reactants Br[C:2]1[CH:3]=[C:4]([CH3:28])[C:5]([CH:8]2[CH2:13][C:12]([CH3:27])([S:14]([C:17]3[CH:22]=[CH:21][CH:20]=[C:19]([C:23]([F:26])([F:25])[F:24])[CH:18]=3)(=[O:16])=[O:15])[CH2:11][CH2:10][O:9]2)=[N:6][CH:7]=1.CCN(C(C)C)C(C)C.[CH3:38][S-:39].[Na+], predict the reaction product.